This data is from Full USPTO retrosynthesis dataset with 1.9M reactions from patents (1976-2016). The task is: Predict the reactants needed to synthesize the given product. (1) Given the product [Br:16][C:14]1[CH:15]=[C:10]2[CH:9]=[C:8]([C:6]([OH:7])=[O:5])[NH:17][C:11]2=[CH:12][N:13]=1, predict the reactants needed to synthesize it. The reactants are: [OH-].[Na+].C([O:5][C:6]([C:8]1[NH:17][C:11]2=[CH:12][N:13]=[C:14]([Br:16])[CH:15]=[C:10]2[CH:9]=1)=[O:7])C. (2) Given the product [CH3:25][O:24][C:7]1[CH:6]=[CH:5][C:4]2[N:3]=[C:2]([NH:26][C:27]3[CH:32]=[CH:31][C:30]([S:33]([N:36]([CH3:38])[CH3:37])(=[O:35])=[O:34])=[CH:29][CH:28]=3)[C:11]3=[N:12][NH:13][CH:14]=[C:10]3[C:9]=2[CH:8]=1, predict the reactants needed to synthesize it. The reactants are: Cl[C:2]1[C:11]2=[N:12][N:13](CC3C=CC(OC)=CC=3)[CH:14]=[C:10]2[C:9]2[CH:8]=[C:7]([O:24][CH3:25])[CH:6]=[CH:5][C:4]=2[N:3]=1.[NH2:26][C:27]1[CH:32]=[CH:31][C:30]([S:33]([N:36]([CH3:38])[CH3:37])(=[O:35])=[O:34])=[CH:29][CH:28]=1.Cl. (3) Given the product [I:11][CH2:2][CH2:3][CH2:4][CH2:5][C:6]([O:8][CH2:9][CH3:10])=[O:7], predict the reactants needed to synthesize it. The reactants are: Br[CH2:2][CH2:3][CH2:4][CH2:5][C:6]([O:8][CH2:9][CH3:10])=[O:7].[I-:11].[Na+]. (4) Given the product [NH:1]1[C:9]2[C:4](=[CH:5][CH:6]=[CH:7][CH:8]=2)[CH:3]=[C:2]1[C:10]([NH2:15])=[O:12], predict the reactants needed to synthesize it. The reactants are: [NH:1]1[C:9]2[C:4](=[CH:5][CH:6]=[CH:7][CH:8]=2)[CH:3]=[C:2]1[C:10]([OH:12])=O.C(N1C=CN=C1)([N:15]1C=CN=C1)=O.[NH4+].[OH-]. (5) Given the product [Cl:1][C:2]1[CH:3]=[C:4]([S:8]([C:11]2[CH:16]=[CH:15][C:14](=[O:17])[NH:13][N:12]=2)(=[O:10])=[O:9])[CH:5]=[CH:6][CH:7]=1, predict the reactants needed to synthesize it. The reactants are: [Cl:1][C:2]1[CH:3]=[C:4]([S:8]([C:11]2[N:12]=[N:13][C:14]([O:17]C)=[CH:15][CH:16]=2)(=[O:10])=[O:9])[CH:5]=[CH:6][CH:7]=1.Cl. (6) Given the product [Cl:22][C:14]1[CH:13]=[C:12]([CH:17]=[C:16]([C:18]([F:19])([F:20])[F:21])[CH:15]=1)[CH2:11][O:10][C:8]([N:7]1[CH2:6][CH2:5][CH2:4][N:3]2[CH:23]=[C:24]([C:26]([OH:28])=[O:27])[CH:25]=[C:2]2[CH2:1]1)=[O:9], predict the reactants needed to synthesize it. The reactants are: [CH2:1]1[N:7]([C:8]([O:10][CH2:11][C:12]2[CH:17]=[C:16]([C:18]([F:21])([F:20])[F:19])[CH:15]=[C:14]([Cl:22])[CH:13]=2)=[O:9])[CH2:6][CH2:5][CH2:4][N:3]2[CH:23]=[C:24]([C:26]([O:28]CC)=[O:27])[CH:25]=[C:2]12.[OH-].[Na+].Cl.